This data is from Full USPTO retrosynthesis dataset with 1.9M reactions from patents (1976-2016). The task is: Predict the reactants needed to synthesize the given product. (1) The reactants are: [CH3:1][NH:2][CH2:3][CH2:4][C@H:5]([O:11][C:12]1[CH:13]=[CH:14][CH:15]=[C:16]2[CH:21]=[CH:20][CH:19]=[CH:18][C:17]=12)[C:6]1[S:10][CH:9]=[CH:8][CH:7]=1.Cl.C(O)[C@H]([C@H]([C@@H]([C@@H](CO)O)O)O)O. Given the product [CH3:1][NH:2][CH2:3][CH2:4][C@H:5]([O:11][C:12]1[CH:13]=[CH:14][CH:15]=[C:16]2[CH:21]=[CH:20][CH:19]=[CH:18][C:17]=12)[C:6]1[S:10][CH:9]=[CH:8][CH:7]=1, predict the reactants needed to synthesize it. (2) Given the product [CH2:1]([O:3][C:4]([C:6]1[NH:10][CH:9]=[C:8]([CH2:11][CH2:12][CH2:13][C:14]([OH:16])=[O:15])[CH:7]=1)=[O:5])[CH3:2], predict the reactants needed to synthesize it. The reactants are: [CH2:1]([O:3][C:4]([C:6]1[NH:10][CH:9]=[C:8]([C:11](=O)[CH2:12][CH2:13][C:14]([OH:16])=[O:15])[CH:7]=1)=[O:5])[CH3:2].C([SiH](CC)CC)C.